This data is from NCI-60 drug combinations with 297,098 pairs across 59 cell lines. The task is: Regression. Given two drug SMILES strings and cell line genomic features, predict the synergy score measuring deviation from expected non-interaction effect. (1) Drug 1: CC1C(C(=O)NC(C(=O)N2CCCC2C(=O)N(CC(=O)N(C(C(=O)O1)C(C)C)C)C)C(C)C)NC(=O)C3=C4C(=C(C=C3)C)OC5=C(C(=O)C(=C(C5=N4)C(=O)NC6C(OC(=O)C(N(C(=O)CN(C(=O)C7CCCN7C(=O)C(NC6=O)C(C)C)C)C)C(C)C)C)N)C. Drug 2: CC12CCC3C(C1CCC2OP(=O)(O)O)CCC4=C3C=CC(=C4)OC(=O)N(CCCl)CCCl.[Na+]. Cell line: SF-268. Synergy scores: CSS=56.5, Synergy_ZIP=21.3, Synergy_Bliss=21.8, Synergy_Loewe=3.88, Synergy_HSA=20.0. (2) Drug 1: C1=C(C(=O)NC(=O)N1)F. Drug 2: COC1=NC(=NC2=C1N=CN2C3C(C(C(O3)CO)O)O)N. Cell line: EKVX. Synergy scores: CSS=16.2, Synergy_ZIP=6.79, Synergy_Bliss=7.45, Synergy_Loewe=-15.5, Synergy_HSA=-2.82. (3) Drug 1: CN1C2=C(C=C(C=C2)N(CCCl)CCCl)N=C1CCCC(=O)O.Cl. Drug 2: CC(C)CN1C=NC2=C1C3=CC=CC=C3N=C2N. Cell line: T-47D. Synergy scores: CSS=15.5, Synergy_ZIP=0.848, Synergy_Bliss=1.30, Synergy_Loewe=2.87, Synergy_HSA=2.99. (4) Drug 1: C1=CC(=CC=C1C#N)C(C2=CC=C(C=C2)C#N)N3C=NC=N3. Drug 2: C1C(C(OC1N2C=NC(=NC2=O)N)CO)O. Cell line: LOX IMVI. Synergy scores: CSS=5.53, Synergy_ZIP=2.20, Synergy_Bliss=6.76, Synergy_Loewe=-0.0629, Synergy_HSA=-0.139.